Dataset: Forward reaction prediction with 1.9M reactions from USPTO patents (1976-2016). Task: Predict the product of the given reaction. (1) Given the reactants [C:1]([O:5][C:6]([N:8]1[CH2:20][C@@H:19]([CH3:21])[N:18]2[C@H:10]([CH2:11][C:12]3[C:17]2=[N:16][C:15]([CH:22]([F:24])[F:23])=[C:14]([CH2:25][OH:26])[CH:13]=3)[CH2:9]1)=[O:7])([CH3:4])([CH3:3])[CH3:2].[H-].[Na+].[CH2:29](Br)[CH3:30], predict the reaction product. The product is: [C:1]([O:5][C:6]([N:8]1[CH2:20][C@@H:19]([CH3:21])[N:18]2[C@H:10]([CH2:11][C:12]3[C:17]2=[N:16][C:15]([CH:22]([F:24])[F:23])=[C:14]([CH2:25][O:26][CH2:29][CH3:30])[CH:13]=3)[CH2:9]1)=[O:7])([CH3:2])([CH3:3])[CH3:4]. (2) Given the reactants [F:1][CH2:2][S:3]([C:6]1[CH:11]=[CH:10][C:9]([Cl:12])=[CH:8][CH:7]=1)(=[O:5])=[O:4].[NH2:13][NH2:14].O.Cl.CO, predict the reaction product. The product is: [ClH:12].[F:1][CH2:2][S:3]([C:6]1[CH:11]=[CH:10][C:9]([NH:13][NH2:14])=[CH:8][CH:7]=1)(=[O:5])=[O:4]. (3) Given the reactants Br[C:2]1[S:3][C:4]2[C:10]([C:11]3[CH:16]=[CH:15][C:14]([Cl:17])=[CH:13][CH:12]=3)=[C:9]([C@H:18]([O:23][C:24]([CH3:27])([CH3:26])[CH3:25])[C:19]([O:21][CH3:22])=[O:20])[C:8]([CH3:28])=[CH:7][C:5]=2[N:6]=1.[Cl:29][C:30]1[CH:35]=[C:34](B(O)O)[CH:33]=[CH:32][N:31]=1.C([O-])([O-])=O.[K+].[K+].CCOC(C)=O, predict the reaction product. The product is: [C:24]([O:23][C@@H:18]([C:9]1[C:8]([CH3:28])=[CH:7][C:5]2[N:6]=[C:2]([C:34]3[CH:33]=[CH:32][N:31]=[C:30]([Cl:29])[CH:35]=3)[S:3][C:4]=2[C:10]=1[C:11]1[CH:16]=[CH:15][C:14]([Cl:17])=[CH:13][CH:12]=1)[C:19]([O:21][CH3:22])=[O:20])([CH3:27])([CH3:26])[CH3:25]. (4) Given the reactants [Na].[OH:2][CH:3]([CH3:20])[CH2:4][CH:5]([S:13]([C:16]([F:19])([F:18])[F:17])(=[O:15])=[O:14])[S:6]([C:9]([F:12])([F:11])[F:10])(=[O:8])=[O:7].[C:21]12([C:31](Cl)=[O:32])[CH2:30][CH:25]3[CH2:26][CH:27]([CH2:29][CH:23]([CH2:24]3)[CH2:22]1)[CH2:28]2.C(N(CC)CC)C.[Cl-].[C:42]1([S+:48]([C:55]2[CH:60]=[CH:59][CH:58]=[CH:57][CH:56]=2)[C:49]2[CH:54]=[CH:53][CH:52]=[CH:51][CH:50]=2)[CH:47]=[CH:46][CH:45]=[CH:44][CH:43]=1, predict the reaction product. The product is: [C:55]1([S+:48]([C:42]2[CH:43]=[CH:44][CH:45]=[CH:46][CH:47]=2)[C:49]2[CH:54]=[CH:53][CH:52]=[CH:51][CH:50]=2)[CH:56]=[CH:57][CH:58]=[CH:59][CH:60]=1.[C:21]12([C:31]([O:2][CH:3]([CH3:20])[CH2:4][CH:5]([S:6]([C:9]([F:10])([F:11])[F:12])(=[O:7])=[O:8])[S:13]([C:16]([F:18])([F:19])[F:17])(=[O:15])=[O:14])=[O:32])[CH2:28][CH:27]3[CH2:26][CH:25]([CH2:24][CH:23]([CH2:29]3)[CH2:22]1)[CH2:30]2. (5) Given the reactants [F:1][C:2]([F:29])([F:28])[C:3]1[CH:4]=[C:5]2[CH:11]=[C:10]([C:12]3[N:17]=[CH:16][C:15]([S:18]([NH:21][C@@H:22]([CH3:27])[C:23]([F:26])([F:25])[F:24])(=[O:20])=[O:19])=[CH:14][CH:13]=3)[NH:9][C:6]2=[N:7][CH:8]=1.I[C:31]1[CH:36]=[CH:35][CH:34]=[CH:33][CH:32]=1.C([O-])([O-])=O.[K+].[K+].CN(C)C1CCCCC1N, predict the reaction product. The product is: [C:31]1([N:9]2[C:6]3=[N:7][CH:8]=[C:3]([C:2]([F:28])([F:1])[F:29])[CH:4]=[C:5]3[CH:11]=[C:10]2[C:12]2[N:17]=[CH:16][C:15]([S:18]([NH:21][C@@H:22]([CH3:27])[C:23]([F:24])([F:25])[F:26])(=[O:19])=[O:20])=[CH:14][CH:13]=2)[CH:36]=[CH:35][CH:34]=[CH:33][CH:32]=1. (6) Given the reactants [Cl:1][C:2]1[CH:7]=[C:6]([Cl:8])[CH:5]=[CH:4][C:3]=1[N:9]1[C:14]2=[N:15][C:16]3[C:17](=[C:18]([CH:22]=[O:23])[CH:19]=[CH:20][CH:21]=3)[N:13]2[CH2:12][CH2:11][CH2:10]1.[CH:24]1([Mg]Br)[CH2:26][CH2:25]1, predict the reaction product. The product is: [CH:24]1([CH:22]([C:18]2[C:17]3[N:13]4[CH2:12][CH2:11][CH2:10][N:9]([C:3]5[CH:4]=[CH:5][C:6]([Cl:8])=[CH:7][C:2]=5[Cl:1])[C:14]4=[N:15][C:16]=3[CH:21]=[CH:20][CH:19]=2)[OH:23])[CH2:26][CH2:25]1. (7) Given the reactants [CH3:1][C:2]1[C:6]2[C:7](=[O:18])[N:8]([CH2:11][CH2:12][N:13]3[CH2:17][CH2:16][CH2:15][CH2:14]3)[CH2:9][CH2:10][C:5]=2[NH:4][C:3]=1[CH:19]=O.[Br:21][C:22]1[CH:30]=[CH:29][CH:28]=[C:27]2[C:23]=1[CH2:24][C:25](=[O:31])[NH:26]2, predict the reaction product. The product is: [Br:21][C:22]1[CH:30]=[CH:29][CH:28]=[C:27]2[C:23]=1[C:24](=[CH:19][C:3]1[NH:4][C:5]3[CH2:10][CH2:9][N:8]([CH2:11][CH2:12][N:13]4[CH2:14][CH2:15][CH2:16][CH2:17]4)[C:7](=[O:18])[C:6]=3[C:2]=1[CH3:1])[C:25](=[O:31])[NH:26]2. (8) Given the reactants [CH3:1][C:2]1[CH:7]=[CH:6][C:5]([C:8]2[O:12][N:11]=[CH:10][C:9]=2[C:13]([OH:15])=O)=[CH:4][CH:3]=1.C(O)(=O)C(O)=O.[Cl:22][C:23]1[CH:28]=[CH:27][C:26]([CH:29]2[CH2:33][CH2:32][NH:31][CH2:30]2)=[CH:25][CH:24]=1, predict the reaction product. The product is: [Cl:22][C:23]1[CH:24]=[CH:25][C:26]([CH:29]2[CH2:33][CH2:32][N:31]([C:13]([C:9]3[CH:10]=[N:11][O:12][C:8]=3[C:5]3[CH:4]=[CH:3][C:2]([CH3:1])=[CH:7][CH:6]=3)=[O:15])[CH2:30]2)=[CH:27][CH:28]=1. (9) Given the reactants [CH2:1]([O:8][C:9](=[O:24])[CH:10]([NH:16][C:17]([O:19][C:20]([CH3:23])([CH3:22])[CH3:21])=[O:18])[CH2:11][CH2:12][C:13](O)=[O:14])[C:2]1[CH:7]=[CH:6][CH:5]=[CH:4][CH:3]=1.C(OC(Cl)=O)C.[BH4-].[Na+].Cl, predict the reaction product. The product is: [CH2:1]([O:8][C:9](=[O:24])[CH:10]([NH:16][C:17]([O:19][C:20]([CH3:22])([CH3:21])[CH3:23])=[O:18])[CH2:11][CH2:12][CH2:13][OH:14])[C:2]1[CH:7]=[CH:6][CH:5]=[CH:4][CH:3]=1. (10) Given the reactants [Cl:1][C:2]1[CH:7]=[CH:6][C:5]([NH:8]C(=O)C(C)(C)C)=[C:4]([C:15](=[O:28])[C:16]2[CH:21]=[CH:20][CH:19]=[C:18]([C:22]([F:25])([F:24])[F:23])[C:17]=2[O:26][CH3:27])[CH:3]=1.[OH-].[Na+].O, predict the reaction product. The product is: [NH2:8][C:5]1[CH:6]=[CH:7][C:2]([Cl:1])=[CH:3][C:4]=1[C:15]([C:16]1[CH:21]=[CH:20][CH:19]=[C:18]([C:22]([F:23])([F:24])[F:25])[C:17]=1[O:26][CH3:27])=[O:28].